This data is from Peptide-MHC class I binding affinity with 185,985 pairs from IEDB/IMGT. The task is: Regression. Given a peptide amino acid sequence and an MHC pseudo amino acid sequence, predict their binding affinity value. This is MHC class I binding data. (1) The peptide sequence is MMFDAMGAL. The MHC is HLA-A31:01 with pseudo-sequence HLA-A31:01. The binding affinity (normalized) is 0.386. (2) The peptide sequence is SYVPSAEQILEFVKQI. The MHC is H-2-Kd with pseudo-sequence H-2-Kd. The binding affinity (normalized) is 0.434. (3) The peptide sequence is QESLTTTSTA. The MHC is HLA-B40:02 with pseudo-sequence HLA-B40:02. The binding affinity (normalized) is 0.539. (4) The peptide sequence is YTVKYPNLSD. The MHC is H-2-Db with pseudo-sequence H-2-Db. The binding affinity (normalized) is 0. (5) The peptide sequence is NVIGLIVIL. The MHC is HLA-A02:06 with pseudo-sequence HLA-A02:06. The binding affinity (normalized) is 0.749. (6) The peptide sequence is INEEAADWD. The MHC is Mamu-B8301 with pseudo-sequence Mamu-B8301. The binding affinity (normalized) is 0. (7) The peptide sequence is AFDIASVFF. The MHC is HLA-A24:03 with pseudo-sequence HLA-A24:03. The binding affinity (normalized) is 0.898. (8) The peptide sequence is APGKSLGTL. The MHC is HLA-B44:02 with pseudo-sequence HLA-B44:02. The binding affinity (normalized) is 0.213. (9) The peptide sequence is EFFGWAEGY. The MHC is HLA-A02:19 with pseudo-sequence HLA-A02:19. The binding affinity (normalized) is 0.0847. (10) The peptide sequence is TSTEYERL. The MHC is H-2-Kb with pseudo-sequence H-2-Kb. The binding affinity (normalized) is 0.604.